Binary Classification. Given a drug SMILES string, predict its activity (active/inactive) in a high-throughput screening assay against a specified biological target. From a dataset of Cav3 T-type calcium channel HTS with 100,875 compounds. The molecule is O(c1cc2nc(nc(c2cc1)C)Nc1nc(cc(n1)C)C)C. The result is 0 (inactive).